Dataset: Catalyst prediction with 721,799 reactions and 888 catalyst types from USPTO. Task: Predict which catalyst facilitates the given reaction. (1) Reactant: Cl[CH2:2][CH2:3][CH2:4]/[C:5](=[N:13]/[S@:14]([C:16]([CH3:19])([CH3:18])[CH3:17])=[O:15])/[C:6]1[CH:7]=[N:8][CH:9]=[C:10]([F:12])[CH:11]=1.[Li+].[B-](CC)(CC)CC. Product: [C:16]([S@@:14]([N:13]1[CH2:2][CH2:3][CH2:4][C@@H:5]1[C:6]1[CH:7]=[N:8][CH:9]=[C:10]([F:12])[CH:11]=1)=[O:15])([CH3:19])([CH3:18])[CH3:17]. The catalyst class is: 1. (2) The catalyst class is: 3. Reactant: [Cl:1][C:2]1[C:11]2[C:6](=[CH:7][C:8]([F:13])=[CH:9][C:10]=2[F:12])[N:5]=[C:4]([C:14]2[CH:15]=[N:16][C:17](F)=[CH:18][CH:19]=2)[C:3]=1[CH3:21].Cl.[F:23][C:24]1([F:30])[CH2:29][CH2:28][NH:27][CH2:26][CH2:25]1.C(=O)([O-])[O-].[K+].[K+].O. Product: [Cl:1][C:2]1[C:11]2[C:6](=[CH:7][C:8]([F:13])=[CH:9][C:10]=2[F:12])[N:5]=[C:4]([C:14]2[CH:15]=[N:16][C:17]([N:27]3[CH2:28][CH2:29][C:24]([F:30])([F:23])[CH2:25][CH2:26]3)=[CH:18][CH:19]=2)[C:3]=1[CH3:21]. (3) Reactant: [F:1][C:2]1[CH:7]=[C:6]([N+:8]([O-:10])=[O:9])[CH:5]=[CH:4][C:3]=1[OH:11].[CH2:12](Br)[C:13]1[CH:18]=[CH:17][CH:16]=[CH:15][CH:14]=1.C(=O)([O-])[O-].[K+].[K+].CN(C=O)C. Product: [CH2:12]([O:11][C:3]1[CH:4]=[CH:5][C:6]([N+:8]([O-:10])=[O:9])=[CH:7][C:2]=1[F:1])[C:13]1[CH:18]=[CH:17][CH:16]=[CH:15][CH:14]=1. The catalyst class is: 6. (4) Reactant: Cl.[F:2][C:3]1[CH:4]=[CH:5][C:6]2[NH:12][C:11]3[CH:13]=[CH:14][C:15]([C:17]([F:20])([F:19])[F:18])=[CH:16][C:10]=3[C:9]([NH2:21])=[N:8][C:7]=2[CH:22]=1.C(N(C(C)C)CC)(C)C.[F:32][C:33]1[CH:38]=[CH:37][C:36]([CH2:39][CH2:40][CH:41]2[CH2:46]N[CH2:44][CH2:43][NH:42]2)=[CH:35][CH:34]=1. Product: [F:2][C:3]1[CH:4]=[CH:5][C:6]2[NH:12][C:11]3[CH:13]=[CH:14][C:15]([C:17]([F:18])([F:20])[F:19])=[CH:16][C:10]=3[C:9]([N:21]3[CH2:44][CH2:43][NH:42][CH:41]([CH2:40][CH2:39][C:36]4[CH:37]=[CH:38][C:33]([F:32])=[CH:34][CH:35]=4)[CH2:46]3)=[N:8][C:7]=2[CH:22]=1. The catalyst class is: 435. (5) Reactant: [NH2:1][C:2]1[CH:7]=[CH:6][C:5]([C:8]2[CH:9]=[CH:10][C:11]3[O:17][CH2:16][CH2:15][N:14]([C:18]([O:20][C:21]([CH3:24])([CH3:23])[CH3:22])=[O:19])[CH2:13][C:12]=3[CH:25]=2)=[CH:4][C:3]=1[N+:26]([O-])=O.[H][H]. Product: [NH2:26][C:3]1[CH:4]=[C:5]([C:8]2[CH:9]=[CH:10][C:11]3[O:17][CH2:16][CH2:15][N:14]([C:18]([O:20][C:21]([CH3:23])([CH3:22])[CH3:24])=[O:19])[CH2:13][C:12]=3[CH:25]=2)[CH:6]=[CH:7][C:2]=1[NH2:1]. The catalyst class is: 78. (6) Reactant: NC1(C2C=CC(C3C(=O)C4C(=CC=C(F)C=4)OC=3C3C=CC=CC=3)=CC=2)CCC1.C(OC(=O)[NH:36][C:37]1([C:41]2[CH:46]=[CH:45][C:44]([C:47]3[C:56](=[O:57])[C:55]4[C:50](=[C:51]([CH2:58][N:59]5[CH2:62][CH:61]([F:63])[CH2:60]5)[CH:52]=[CH:53][CH:54]=4)[O:49][C:48]=3[C:64]3[CH:69]=[CH:68][CH:67]=[CH:66][CH:65]=3)=[CH:43][CH:42]=2)[CH2:40][CH2:39][CH2:38]1)(C)(C)C.C(O)(C(F)(F)F)=O.CO. Product: [NH2:36][C:37]1([C:41]2[CH:46]=[CH:45][C:44]([C:47]3[C:56](=[O:57])[C:55]4[C:50](=[C:51]([CH2:58][N:59]5[CH2:62][CH:61]([F:63])[CH2:60]5)[CH:52]=[CH:53][CH:54]=4)[O:49][C:48]=3[C:64]3[CH:69]=[CH:68][CH:67]=[CH:66][CH:65]=3)=[CH:43][CH:42]=2)[CH2:38][CH2:39][CH2:40]1. The catalyst class is: 2. (7) Reactant: [CH3:1][O:2][C:3]1[CH:28]=[CH:27][C:6]([CH2:7][N:8]([C:22]2[S:23][CH:24]=[CH:25][N:26]=2)[S:9]([C:12]2[CH:13]=[CH:14][C:15]3[NH:20][CH2:19][CH2:18][O:17][C:16]=3[CH:21]=2)(=[O:11])=[O:10])=[CH:5][CH:4]=1.CC1(C)C2C(=C(P(C3C=CC=CC=3)C3C=CC=CC=3)C=CC=2)OC2C(P(C3C=CC=CC=3)C3C=CC=CC=3)=CC=CC1=2.[Br:71][C:72]1[CH:77]=[CH:76][CH:75]=[CH:74][C:73]=1I.CC(C)([O-])C.[Na+]. Product: [Br:71][C:72]1[CH:77]=[CH:76][CH:75]=[CH:74][C:73]=1[N:20]1[CH2:19][CH2:18][O:17][C:16]2[CH:21]=[C:12]([S:9]([N:8]([CH2:7][C:6]3[CH:5]=[CH:4][C:3]([O:2][CH3:1])=[CH:28][CH:27]=3)[C:22]3[S:23][CH:24]=[CH:25][N:26]=3)(=[O:11])=[O:10])[CH:13]=[CH:14][C:15]1=2. The catalyst class is: 101. (8) Reactant: [CH3:1][C:2]1[CH:7]=[CH:6][CH:5]=[CH:4][C:3]=1[C:8]1[CH:9]=[C:10]2[C:15](=[CH:16][CH:17]=1)[C:14]([CH3:19])([CH3:18])[C:13](=[O:20])[C:12]([C:21]([NH:23][CH2:24][C:25]([O:27]C(C)(C)C)=[O:26])=[O:22])=[C:11]2[OH:32]. Product: [CH3:1][C:2]1[CH:7]=[CH:6][CH:5]=[CH:4][C:3]=1[C:8]1[CH:9]=[C:10]2[C:15](=[CH:16][CH:17]=1)[C:14]([CH3:19])([CH3:18])[C:13](=[O:20])[C:12]([C:21]([NH:23][CH2:24][C:25]([OH:27])=[O:26])=[O:22])=[C:11]2[OH:32]. The catalyst class is: 67. (9) Reactant: [Cl:1][C:2]1[CH:3]=[C:4]([C:9]([N:11]2[C:19]3[C:14](=[CH:15][CH:16]=[CH:17][CH:18]=3)[CH2:13][CH2:12]2)=[O:10])[CH:5]=[CH:6][C:7]=1[Cl:8].CC(O)=O.[Br:24]Br.OS([O-])=O.[Na+]. Product: [Br:24][C:16]1[CH:15]=[C:14]2[C:19](=[CH:18][CH:17]=1)[N:11]([C:9]([C:4]1[CH:5]=[CH:6][C:7]([Cl:8])=[C:2]([Cl:1])[CH:3]=1)=[O:10])[CH2:12][CH2:13]2. The catalyst class is: 6.